From a dataset of CYP2C19 inhibition data for predicting drug metabolism from PubChem BioAssay. Regression/Classification. Given a drug SMILES string, predict its absorption, distribution, metabolism, or excretion properties. Task type varies by dataset: regression for continuous measurements (e.g., permeability, clearance, half-life) or binary classification for categorical outcomes (e.g., BBB penetration, CYP inhibition). Dataset: cyp2c19_veith. The drug is Cc1cc(C)cc(NC(=O)C/C(N)=N/O)c1. The result is 0 (non-inhibitor).